Dataset: Catalyst prediction with 721,799 reactions and 888 catalyst types from USPTO. Task: Predict which catalyst facilitates the given reaction. (1) Reactant: [CH3:1][C:2]1[O:6][C:5]([C:7]([O:9][CH3:10])=[O:8])=[CH:4][CH:3]=1.C1C(=O)N([Br:18])C(=O)C1. Product: [Br:18][CH2:1][C:2]1[O:6][C:5]([C:7]([O:9][CH3:10])=[O:8])=[CH:4][CH:3]=1. The catalyst class is: 25. (2) Reactant: [F:1][C:2]1[CH:3]=[C:4]([CH:23]=[CH:24][C:25]=1[F:26])[CH2:5][N:6]1[C:10]2=[N:11][C:12]([CH3:22])=[C:13]([CH:16]([OH:21])[C:17]([O:19][CH3:20])=[O:18])[C:14]([I:15])=[C:9]2[CH:8]=[CH:7]1.CC(OI1(OC(C)=O)(OC(C)=O)OC(=O)C2C=CC=CC1=2)=O. Product: [F:1][C:2]1[CH:3]=[C:4]([CH:23]=[CH:24][C:25]=1[F:26])[CH2:5][N:6]1[C:10]2=[N:11][C:12]([CH3:22])=[C:13]([C:16](=[O:21])[C:17]([O:19][CH3:20])=[O:18])[C:14]([I:15])=[C:9]2[CH:8]=[CH:7]1. The catalyst class is: 2.